This data is from Peptide-MHC class I binding affinity with 185,985 pairs from IEDB/IMGT. The task is: Regression. Given a peptide amino acid sequence and an MHC pseudo amino acid sequence, predict their binding affinity value. This is MHC class I binding data. (1) The peptide sequence is PLITLTNVV. The MHC is HLA-A02:01 with pseudo-sequence HLA-A02:01. The binding affinity (normalized) is 0.186. (2) The peptide sequence is KVFPYALINK. The MHC is Mamu-A2601 with pseudo-sequence Mamu-A2601. The binding affinity (normalized) is 0. (3) The peptide sequence is GFAAYNRYR. The MHC is HLA-A68:01 with pseudo-sequence HLA-A68:01. The binding affinity (normalized) is 0.0570. (4) The peptide sequence is FPTQADAIG. The MHC is HLA-B35:01 with pseudo-sequence HLA-B35:01. The binding affinity (normalized) is 0.808. (5) The peptide sequence is QPTPLSPPLR. The MHC is HLA-A68:01 with pseudo-sequence HLA-A68:01. The binding affinity (normalized) is 0.194. (6) The MHC is HLA-A02:06 with pseudo-sequence HLA-A02:06. The binding affinity (normalized) is 0.967. The peptide sequence is LLMRTTWAL. (7) The peptide sequence is IAACAMLLV. The MHC is HLA-A68:02 with pseudo-sequence HLA-A68:02. The binding affinity (normalized) is 0.449.